From a dataset of Serine/threonine kinase 33 screen with 319,792 compounds. Binary Classification. Given a drug SMILES string, predict its activity (active/inactive) in a high-throughput screening assay against a specified biological target. (1) The drug is s1c(c(nc1N(C)C)c1ccccc1)C(OCC)=O. The result is 0 (inactive). (2) The compound is O=C(c1c([nH]c2c1cccc2)c1ccccc1)C. The result is 0 (inactive). (3) The molecule is Clc1c(c2oc(c(n2)CS(=O)(=O)CC(=O)NC2CCCC2)C)cccc1. The result is 0 (inactive). (4) The compound is s1c(nnc1NC(=O)c1c(=O)n(CCCC)c2c(c1O)cccc2)C(C)C. The result is 0 (inactive). (5) The compound is s1c(nc(c2ccccc2)c1)NNC(=O)c1occc1. The result is 0 (inactive). (6) The molecule is S(c1ncnc2c1cccc2)CC(=O)Nc1sccc1C#N. The result is 0 (inactive).